This data is from Reaction yield outcomes from USPTO patents with 853,638 reactions. The task is: Predict the reaction yield, written as a fraction of the theoretical maximum amount of product (1.0 means a 100% yield; for example, 0.34 means a 34% yield). (1) The reactants are [CH2:1]([Mg]Cl)[CH2:2][CH3:3].CN1CCCC1=O.Br[C:14]1[CH:19]=[CH:18][C:17]([F:20])=[CH:16][N:15]=1. The catalyst is [Cl-].[Zn+2].[Cl-].O. The product is [F:20][C:17]1[CH:18]=[CH:19][C:14]([CH2:1][CH2:2][CH3:3])=[N:15][CH:16]=1. The yield is 0.300. (2) The reactants are Cl[C:2]1[C:7]([C:8]([O:10][CH3:11])=[O:9])=[CH:6][N:5]=[C:4]([CH3:12])[CH:3]=1.[Cl:13][C:14]1[CH:19]=[CH:18][C:17](B(O)O)=[C:16]([F:23])[CH:15]=1.C([O-])([O-])=O.[Cs+].[Cs+]. The catalyst is O1CCOCC1.O.C(OCC)(=O)C.C1C=CC([P]([Pd]([P](C2C=CC=CC=2)(C2C=CC=CC=2)C2C=CC=CC=2)([P](C2C=CC=CC=2)(C2C=CC=CC=2)C2C=CC=CC=2)[P](C2C=CC=CC=2)(C2C=CC=CC=2)C2C=CC=CC=2)(C2C=CC=CC=2)C2C=CC=CC=2)=CC=1. The product is [Cl:13][C:14]1[CH:19]=[CH:18][C:17]([C:2]2[C:7]([C:8]([O:10][CH3:11])=[O:9])=[CH:6][N:5]=[C:4]([CH3:12])[CH:3]=2)=[C:16]([F:23])[CH:15]=1. The yield is 0.300. (3) The reactants are [CH3:1][C:2]1[CH:3]=[CH:4][C:5]([SH:10])=[C:6]([CH:9]=1)[CH:7]=O.[F:11][C:12]([F:21])([F:20])/[CH:13]=[CH:14]/[C:15]([O:17][CH2:18][CH3:19])=[O:16].C([O-])([O-])=O.[K+].[K+].Cl. The catalyst is C(OCC)(=O)C.CN(C=O)C. The product is [CH3:1][C:2]1[CH:3]=[CH:4][C:5]2[S:10][CH:13]([C:12]([F:11])([F:21])[F:20])[C:14]([C:15]([O:17][CH2:18][CH3:19])=[O:16])=[CH:7][C:6]=2[CH:9]=1. The yield is 0.690. (4) The reactants are [N+:1]([C:4]1[C:5]([OH:14])=[C:6]([O:12][CH3:13])[CH:7]=[C:8]([CH:11]=1)[CH:9]=[O:10])([O-:3])=[O:2].[C:15](=O)([O-])[O-].[K+].[K+].IC.CN(C)C=O. The catalyst is O. The product is [CH3:13][O:12][C:6]1[CH:7]=[C:8]([CH:11]=[C:4]([N+:1]([O-:3])=[O:2])[C:5]=1[O:14][CH3:15])[CH:9]=[O:10]. The yield is 0.470. (5) The catalyst is ClCCl. The yield is 0.990. The reactants are [Br:1][C:2]1[CH:11]=[C:10]2[C:5]([NH:6][C@@H:7]([CH3:19])[CH2:8][N:9]2[C:12]([O:14][C:15]([CH3:18])([CH3:17])[CH3:16])=[O:13])=[CH:4][CH:3]=1.N1C=CC=CC=1.[CH:26]1([C:29](Cl)=[O:30])[CH2:28][CH2:27]1.Cl. The product is [Br:1][C:2]1[CH:11]=[C:10]2[C:5]([N:6]([C:29]([CH:26]3[CH2:28][CH2:27]3)=[O:30])[C@@H:7]([CH3:19])[CH2:8][N:9]2[C:12]([O:14][C:15]([CH3:18])([CH3:17])[CH3:16])=[O:13])=[CH:4][CH:3]=1. (6) The reactants are [CH3:1][C:2]([CH3:21])([CH3:20])[CH2:3][C:4]([NH:6][C:7]1[C:8]([CH3:19])=[CH:9][C:10]2[O:14][C:13]([CH3:16])([CH3:15])[CH2:12][C:11]=2[C:17]=1[CH3:18])=[O:5].C1C[O:25][CH2:24]C1.CCCCCC. No catalyst specified. The product is [CH:24]([C:9]1[C:10]2[O:14][C:13]([CH3:15])([CH3:16])[CH2:12][C:11]=2[C:17]([CH3:18])=[C:7]([NH:6][C:4](=[O:5])[CH2:3][C:2]([CH3:21])([CH3:20])[CH3:1])[C:8]=1[CH3:19])=[O:25]. The yield is 0.850.